This data is from CYP2C19 inhibition data for predicting drug metabolism from PubChem BioAssay. The task is: Regression/Classification. Given a drug SMILES string, predict its absorption, distribution, metabolism, or excretion properties. Task type varies by dataset: regression for continuous measurements (e.g., permeability, clearance, half-life) or binary classification for categorical outcomes (e.g., BBB penetration, CYP inhibition). Dataset: cyp2c19_veith. (1) The molecule is Cn1c(=O)c2[nH]c(CCC(=O)O)nc2n(C)c1=O. The result is 0 (non-inhibitor). (2) The drug is COc1ccc(Oc2ncc3nc(CCc4ccccc4)c(=O)n(C[C@H]4CCCO4)c3n2)cc1. The result is 1 (inhibitor). (3) The molecule is CN1Cc2ccccc2[C@@H]2c3cccc4[nH]cc(c34)C[C@H]21. The result is 0 (non-inhibitor). (4) The compound is C/C(CC/C(C)=N/O)=N/O. The result is 0 (non-inhibitor). (5) The compound is Cc1nn(C(=O)c2ccco2)c(C)c1Sc1ccc(Br)cc1. The result is 1 (inhibitor). (6) The compound is NC(N)=Nc1nc(CCN2C(=O)c3ccccc3C2=O)cs1. The result is 1 (inhibitor). (7) The result is 1 (inhibitor). The compound is O=C(NC1CCCC1)c1cnn2c(C(F)(F)F)cc(-c3ccco3)nc12. (8) The compound is Cc1nc(N/N=C/c2ccccc2)nc(N(C)c2ccccc2)c1[N+](=O)[O-]. The result is 0 (non-inhibitor). (9) The drug is O=C(Oc1ccccc1)N1CCC2(CCCN(C(c3ccccc3)c3ccccc3)C2)CC1. The result is 0 (non-inhibitor). (10) The molecule is COc1ccccc1N/C(=N/S(=O)(=O)c1ccc(C)cc1)c1ccc(Cl)cc1. The result is 1 (inhibitor).